Dataset: Serine/threonine kinase 33 screen with 319,792 compounds. Task: Binary Classification. Given a drug SMILES string, predict its activity (active/inactive) in a high-throughput screening assay against a specified biological target. (1) The drug is n1(c(ncc1)CN(C(C)C)Cc1c([nH]nc1)c1ccc(cc1)c1ccccc1)C. The result is 0 (inactive). (2) The molecule is O=C1/C(=C\c2c(n(c(c2)C)c2ccc(cc2)C(O)=O)C)C(=O)c2c1cccc2. The result is 1 (active). (3) The drug is FC(F)Oc1cc(CNC(=O)Cn2ncnc2)ccc1. The result is 0 (inactive). (4) The drug is o1c2c(c(c1C(OCC(=O)Nc1noc(c1)C)=O)C)ccc1c2cccc1. The result is 0 (inactive). (5) The drug is Clc1ccc(c2snc(NC(=O)CSc3n(nnn3)c3ccccc3)n2)cc1. The result is 0 (inactive). (6) The compound is S(=O)(=O)(Nc1c(C(=O)NCCCn2ccnc2)cccc1)c1cc(F)c(F)cc1. The result is 0 (inactive).